From a dataset of Catalyst prediction with 721,799 reactions and 888 catalyst types from USPTO. Predict which catalyst facilitates the given reaction. (1) Reactant: C([Li])(C)(C)C.[Si:6]([C:10]#[CH:11])([CH3:9])([CH3:8])[CH3:7].[C:12]([Si:16]([CH3:23])([CH3:22])[O:17][CH2:18][C@@H:19]1[CH2:21][O:20]1)([CH3:15])([CH3:14])[CH3:13].B(F)(F)F. Product: [Si:16]([O:17][CH2:18][C@@H:19]([OH:20])[CH2:21][C:11]#[C:10][Si:6]([CH3:9])([CH3:8])[CH3:7])([C:12]([CH3:15])([CH3:14])[CH3:13])([CH3:23])[CH3:22]. The catalyst class is: 1. (2) Reactant: CC(C)CC[N+]([O-])=O.N(OCCC(C)C)=O.[Br:17]Br.N[C:20]1[S:24][N:23]=[C:22]([C:25]([F:28])([F:27])[F:26])[C:21]=1[C:29]#[N:30]. Product: [Br:17][C:20]1[S:24][N:23]=[C:22]([C:25]([F:28])([F:27])[F:26])[C:21]=1[C:29]#[N:30]. The catalyst class is: 2. (3) Reactant: [Cl:1][CH2:2][C:3](Cl)=[O:4].Cl.[NH2:7][CH:8]1[C:17](=[O:18])[C:16]2[C:11](=[CH:12][CH:13]=[CH:14][CH:15]=2)[O:10][CH2:9]1.C(N(CC)CC)C. Product: [Cl:1][CH2:2][C:3]([NH:7][CH:8]1[C:17](=[O:18])[C:16]2[C:11](=[CH:12][CH:13]=[CH:14][CH:15]=2)[O:10][CH2:9]1)=[O:4]. The catalyst class is: 7.